From a dataset of Forward reaction prediction with 1.9M reactions from USPTO patents (1976-2016). Predict the product of the given reaction. (1) Given the reactants [NH2:1][C:2]([CH3:6])([CH3:5])[CH2:3][OH:4].N1C=CC=CC=1.[N:13]1[CH:18]=[CH:17][CH:16]=[C:15]([S:19](Cl)(=[O:21])=[O:20])[CH:14]=1, predict the reaction product. The product is: [OH:4][CH2:3][C:2]([NH:1][S:19]([C:15]1[CH:14]=[N:13][CH:18]=[CH:17][CH:16]=1)(=[O:21])=[O:20])([CH3:6])[CH3:5]. (2) Given the reactants [NH2:1][C:2]1[C:11]([C:12]2[S:13][C:14]3[CH:20]=[CH:19][C:18]([NH2:21])=[CH:17][C:15]=3[CH:16]=2)=[CH:10][C:5]([C:6]([O:8][CH3:9])=[O:7])=[CH:4][N:3]=1.[Cl:22][C:23]1[CH:28]=[CH:27][C:26]([N:29]=[C:30]=[O:31])=[CH:25][C:24]=1[C:32]([F:35])([F:34])[F:33], predict the reaction product. The product is: [NH2:1][C:2]1[C:11]([C:12]2[S:13][C:14]3[CH:20]=[CH:19][C:18]([NH:21][C:30]([NH:29][C:26]4[CH:27]=[CH:28][C:23]([Cl:22])=[C:24]([C:32]([F:34])([F:33])[F:35])[CH:25]=4)=[O:31])=[CH:17][C:15]=3[CH:16]=2)=[CH:10][C:5]([C:6]([O:8][CH3:9])=[O:7])=[CH:4][N:3]=1. (3) Given the reactants [F:1][C:2]([F:16])([F:15])[C:3]1[CH:4]=[CH:5][C:6]([N:9]2[CH2:14][CH2:13][NH:12][CH2:11][CH2:10]2)=[N:7][CH:8]=1.[Cl:17][C:18]1[N:19]=[N:20][C:21](Cl)=[C:22]([CH3:25])[C:23]=1[CH3:24].C(N(CC)CC)C, predict the reaction product. The product is: [Cl:17][C:18]1[N:19]=[N:20][C:21]([N:12]2[CH2:11][CH2:10][N:9]([C:6]3[CH:5]=[CH:4][C:3]([C:2]([F:1])([F:15])[F:16])=[CH:8][N:7]=3)[CH2:14][CH2:13]2)=[C:22]([CH3:25])[C:23]=1[CH3:24].